This data is from NCI-60 drug combinations with 297,098 pairs across 59 cell lines. The task is: Regression. Given two drug SMILES strings and cell line genomic features, predict the synergy score measuring deviation from expected non-interaction effect. (1) Cell line: U251. Drug 1: CS(=O)(=O)CCNCC1=CC=C(O1)C2=CC3=C(C=C2)N=CN=C3NC4=CC(=C(C=C4)OCC5=CC(=CC=C5)F)Cl. Synergy scores: CSS=40.8, Synergy_ZIP=0.598, Synergy_Bliss=-0.0706, Synergy_Loewe=-18.4, Synergy_HSA=1.02. Drug 2: CC1=C(N=C(N=C1N)C(CC(=O)N)NCC(C(=O)N)N)C(=O)NC(C(C2=CN=CN2)OC3C(C(C(C(O3)CO)O)O)OC4C(C(C(C(O4)CO)O)OC(=O)N)O)C(=O)NC(C)C(C(C)C(=O)NC(C(C)O)C(=O)NCCC5=NC(=CS5)C6=NC(=CS6)C(=O)NCCC[S+](C)C)O. (2) Cell line: IGROV1. Drug 1: C1CN1C2=NC(=NC(=N2)N3CC3)N4CC4. Synergy scores: CSS=20.9, Synergy_ZIP=-9.70, Synergy_Bliss=-3.75, Synergy_Loewe=-0.721, Synergy_HSA=0.385. Drug 2: C1CN(CCN1C(=O)CCBr)C(=O)CCBr. (3) Drug 1: CN1C2=C(C=C(C=C2)N(CCCl)CCCl)N=C1CCCC(=O)O.Cl. Drug 2: C(CCl)NC(=O)N(CCCl)N=O. Cell line: NCIH23. Synergy scores: CSS=3.15, Synergy_ZIP=1.50, Synergy_Bliss=4.43, Synergy_Loewe=-1.73, Synergy_HSA=-0.397. (4) Drug 1: C1=NC(=NC(=O)N1C2C(C(C(O2)CO)O)O)N. Drug 2: B(C(CC(C)C)NC(=O)C(CC1=CC=CC=C1)NC(=O)C2=NC=CN=C2)(O)O. Cell line: SF-539. Synergy scores: CSS=67.1, Synergy_ZIP=-9.02, Synergy_Bliss=-7.99, Synergy_Loewe=-12.9, Synergy_HSA=-6.08. (5) Drug 2: CCC1(C2=C(COC1=O)C(=O)N3CC4=CC5=C(C=CC(=C5CN(C)C)O)N=C4C3=C2)O.Cl. Synergy scores: CSS=-23.1, Synergy_ZIP=-7.78, Synergy_Bliss=-31.2, Synergy_Loewe=-91.3, Synergy_HSA=-44.5. Cell line: HOP-62. Drug 1: C1CNP(=O)(OC1)N(CCCl)CCCl. (6) Drug 1: C1=CC(=CC=C1CCCC(=O)O)N(CCCl)CCCl. Drug 2: C1C(C(OC1N2C=NC(=NC2=O)N)CO)O. Cell line: UO-31. Synergy scores: CSS=6.04, Synergy_ZIP=-7.26, Synergy_Bliss=-7.07, Synergy_Loewe=-4.77, Synergy_HSA=-4.27.